Task: Predict the reaction yield, written as a fraction of the theoretical maximum amount of product (1.0 means a 100% yield; for example, 0.34 means a 34% yield).. Dataset: Reaction yield outcomes from USPTO patents with 853,638 reactions (1) The reactants are Br[C:2]1[C:3](=[O:10])[N:4]([CH3:9])[CH:5]=[C:6]([Br:8])[CH:7]=1.[CH3:11][O:12][C:13](=[O:43])[C@H:14]([CH2:23][C:24]1[CH:29]=[CH:28][C:27]([Sn](CCCC)(CCCC)CCCC)=[CH:26][CH:25]=1)[NH:15][C:16]([O:18][C:19]([CH3:22])([CH3:21])[CH3:20])=[O:17]. The catalyst is CN(C=O)C.ClCCl.Cl[Pd](Cl)([P](C1C=CC=CC=1)(C1C=CC=CC=1)C1C=CC=CC=1)[P](C1C=CC=CC=1)(C1C=CC=CC=1)C1C=CC=CC=1. The product is [CH3:11][O:12][C:13](=[O:43])[C@H:14]([CH2:23][C:24]1[CH:25]=[CH:26][C:27]([C:2]2[C:3](=[O:10])[N:4]([CH3:9])[CH:5]=[C:6]([Br:8])[CH:7]=2)=[CH:28][CH:29]=1)[NH:15][C:16]([O:18][C:19]([CH3:22])([CH3:20])[CH3:21])=[O:17]. The yield is 0.300. (2) The product is [C:1]([C:3]1([C:23]2[CH:28]=[CH:27][CH:26]=[CH:25][CH:24]=2)[CH2:8][CH2:7][N:6]([CH2:9][CH2:10][CH2:11][NH2:29])[CH2:5][CH2:4]1)#[N:2]. The reactants are [C:1]([C:3]1([C:23]2[CH:28]=[CH:27][CH:26]=[CH:25][CH:24]=2)[CH2:8][CH2:7][N:6]([CH2:9][CH2:10][CH2:11]C2C=CC=C3C(NC(=O)C=23)=O)[CH2:5][CH2:4]1)#[N:2].[NH2:29]N. The yield is 0.960. The catalyst is CO.